This data is from Reaction yield outcomes from USPTO patents with 853,638 reactions. The task is: Predict the reaction yield, written as a fraction of the theoretical maximum amount of product (1.0 means a 100% yield; for example, 0.34 means a 34% yield). (1) The catalyst is O. The yield is 0.380. The product is [F:18][C:15]([CH3:17])([CH3:16])[CH2:14][N:11]1[CH2:12][CH2:13][CH:8]([CH2:7][O:6][C:5]2[CH:19]=[CH:20][C:2]([C:29]3[CH:30]=[CH:31][C:26]([S:23]([CH3:22])(=[O:25])=[O:24])=[CH:27][CH:28]=3)=[C:3]([F:21])[CH:4]=2)[CH2:9][CH2:10]1. The reactants are Br[C:2]1[CH:20]=[CH:19][C:5]([O:6][CH2:7][CH:8]2[CH2:13][CH2:12][N:11]([CH2:14][C:15]([F:18])([CH3:17])[CH3:16])[CH2:10][CH2:9]2)=[CH:4][C:3]=1[F:21].[CH3:22][S:23]([C:26]1[CH:31]=[CH:30][C:29](B(O)O)=[CH:28][CH:27]=1)(=[O:25])=[O:24].C([O-])([O-])=O.[Cs+].[Cs+]. (2) The reactants are [C:1]1([CH3:14])[CH:6]=[C:5]([CH3:7])[CH:4]=[C:3]([CH3:8])[C:2]=1/[CH:9]=[CH:10]/[C:11]([OH:13])=O.C([N:18](C(C)C)CC)(C)C.N[N:25]([CH:33]=[NH:34])[C:26](=[O:32])[O:27][C:28]([CH3:31])([CH3:30])[CH3:29].O.ON1C2C=CC=CC=2N=N1.F[P-](F)(F)(F)(F)F.N1(OC(N(C)C)=[N+](C)C)C2C=CC=CC=2N=N1. The catalyst is CN(C)C=O.C(OCC)(=O)C. The product is [NH:18]=[C:33]([NH:25][C:26](=[O:32])[O:27][C:28]([CH3:31])([CH3:30])[CH3:29])[NH:34][C:11](=[O:13])/[CH:10]=[CH:9]/[C:2]1[C:1]([CH3:14])=[CH:6][C:5]([CH3:7])=[CH:4][C:3]=1[CH3:8]. The yield is 1.00. (3) The reactants are [F:1][C:2]1[CH:3]=[C:4]([C:27]2[C:28]([C:33]#[N:34])=[CH:29][CH:30]=[CH:31][CH:32]=2)[CH:5]=[CH:6][C:7]=1[CH2:8][C:9]1[C:14](=[O:15])[N:13]([C:16]2[CH:21]=[CH:20][C:19]([OH:22])=[CH:18][CH:17]=2)[C:12]([CH3:23])=[N:11][C:10]=1[CH2:24][CH2:25][CH3:26].[Si](O[CH:43]1[CH2:48][CH2:47][CH:46]([OH:49])[CH2:45][CH2:44]1)(C(C)(C)C)(C)C.C1(P(C2C=CC=CC=2)C2C=CC=CC=2)C=CC=CC=1.[N:70]([C:71]([O:73]C(C)C)=[O:72])=[N:70][C:71]([O:73]C(C)C)=[O:72]. The catalyst is O1CCCC1.O.C(OCC)(=O)C. The product is [F:1][C:2]1[CH:3]=[C:4]([C:27]2[CH:32]=[CH:31][CH:30]=[CH:29][C:28]=2[C:33]2[NH:70][C:71](=[O:72])[O:73][N:34]=2)[CH:5]=[CH:6][C:7]=1[CH2:8][C:9]1[C:14](=[O:15])[N:13]([C:16]2[CH:21]=[CH:20][C:19]([O:22][CH:43]3[CH2:44][CH2:45][CH:46]([OH:49])[CH2:47][CH2:48]3)=[CH:18][CH:17]=2)[C:12]([CH3:23])=[N:11][C:10]=1[CH2:24][CH2:25][CH3:26]. The yield is 0.430. (4) The reactants are [Cl:1][C:2]1[C:3]([CH2:8][NH:9][C:10]([CH:12]2[CH2:20][CH2:19][CH2:18][C:17]3[N:16]([CH3:21])[N:15]=[CH:14][C:13]2=3)=O)=[N:4][CH:5]=[CH:6][N:7]=1.O=P(Cl)(Cl)Cl.CN(C=O)C. The catalyst is CC#N. The product is [Cl:1][C:2]1[C:3]2[N:4]([C:10]([CH:12]3[CH2:20][CH2:19][CH2:18][C:17]4[N:16]([CH3:21])[N:15]=[CH:14][C:13]3=4)=[N:9][CH:8]=2)[CH:5]=[CH:6][N:7]=1. The yield is 0.704. (5) The reactants are [Br:1][C:2]1[CH:27]=[CH:26][C:5]([CH2:6][NH:7][C:8]2[CH:13]=[C:12]([O:14][CH2:15][C:16]3[CH:21]=[CH:20][C:19]([CH3:22])=[CH:18][N:17]=3)[CH:11]=[CH:10][C:9]=2[N+:23]([O-])=O)=[CH:4][CH:3]=1. The catalyst is [Pt].[I-].[Zn+2].[I-].C(OCC)(=O)C. The product is [Br:1][C:2]1[CH:27]=[CH:26][C:5]([CH2:6][NH:7][C:8]2[C:9]([NH2:23])=[CH:10][CH:11]=[C:12]([O:14][CH2:15][C:16]3[CH:21]=[CH:20][C:19]([CH3:22])=[CH:18][N:17]=3)[CH:13]=2)=[CH:4][CH:3]=1. The yield is 0.830. (6) The yield is 0.650. The product is [ClH:1].[CH3:27][C:19](=[CH:20][C:21]1[CH:26]=[CH:25][CH:24]=[CH:23][CH:22]=1)[CH2:18][N:15]1[CH:8]=[C:7]([CH2:6][CH2:5][CH2:4][CH2:3][CH2:2][C:9]2[N:10]=[C:11]([NH2:14])[NH:12][CH:13]=2)[N:17]=[N:16]1. The reactants are [ClH:1].[CH2:2]([C:9]1[N:10]=[C:11]([NH2:14])[NH:12][CH:13]=1)[CH2:3][CH2:4][CH2:5][CH2:6][C:7]#[CH:8].[N:15]([CH2:18][C:19]([CH3:27])=[CH:20][C:21]1[CH:26]=[CH:25][CH:24]=[CH:23][CH:22]=1)=[N+:16]=[N-:17]. No catalyst specified.